From a dataset of Reaction yield outcomes from USPTO patents with 853,638 reactions. Predict the reaction yield, written as a fraction of the theoretical maximum amount of product (1.0 means a 100% yield; for example, 0.34 means a 34% yield). (1) The reactants are [F:1][C:2]1[CH:3]=[C:4]2[C:8](=[CH:9][CH:10]=1)[NH:7][N:6]=[C:5]2[I:11].[CH3:12][N:13]1[CH2:18][CH2:17][O:16][CH:15]([CH2:19][CH2:20]O)[CH2:14]1. No catalyst specified. The product is [I:11][C:5]1[C:4]2[C:8](=[CH:9][CH:10]=[C:2]([F:1])[CH:3]=2)[N:7]([CH2:20][CH2:19][CH:15]2[O:16][CH2:17][CH2:18][N:13]([CH3:12])[CH2:14]2)[N:6]=1. The yield is 0.800. (2) The product is [C:1]([C:3]1[C:8]([CH3:9])=[CH:7][CH:6]=[CH:5][C:4]=1[S:10]([N:13]=[C:16]([O:15][CH3:14])[CH3:17])(=[O:12])=[O:11])#[N:2]. The yield is 0.870. The reactants are [C:1]([C:3]1[C:8]([CH3:9])=[CH:7][CH:6]=[CH:5][C:4]=1[S:10]([NH2:13])(=[O:12])=[O:11])#[N:2].[CH3:14][O:15][C:16](OC)(OC)[CH3:17]. No catalyst specified. (3) The reactants are [Br:1][C:2]1[CH:3]=[CH:4][C:5]([CH2:8]O)=[N:6][CH:7]=1.N(C(N1CCCCC1)=O)=NC(N1CCCCC1)=O.C1(P(C2C=CC=CC=2)C2C=CC=CC=2)C=CC=CC=1.[C:47]1(=[O:57])[NH:51][C:50](=[O:52])[C:49]2=[CH:53][CH:54]=[CH:55][CH:56]=[C:48]12. The catalyst is C1COCC1. The product is [Br:1][C:2]1[CH:3]=[CH:4][C:5]([CH2:8][N:51]2[C:47](=[O:57])[C:48]3[C:49](=[CH:53][CH:54]=[CH:55][CH:56]=3)[C:50]2=[O:52])=[N:6][CH:7]=1. The yield is 0.640. (4) The reactants are [CH3:1][C:2]1[N:6]([CH2:7][C:8]2[C:17]3[C:12](=[CH:13][CH:14]=[CH:15][CH:16]=3)[CH:11]=[CH:10][CH:9]=2)[C:5]2[CH:18]=[C:19]([N:25]3[CH2:30][CH2:29][O:28][CH2:27][CH2:26]3)[CH:20]=[C:21]([C:22]([NH2:24])=O)[C:4]=2[N:3]=1.O=P(Cl)(Cl)Cl. The catalyst is ClCCl.CN(C=O)C. The product is [CH3:1][C:2]1[N:6]([CH2:7][C:8]2[C:17]3[C:12](=[CH:13][CH:14]=[CH:15][CH:16]=3)[CH:11]=[CH:10][CH:9]=2)[C:5]2[CH:18]=[C:19]([N:25]3[CH2:30][CH2:29][O:28][CH2:27][CH2:26]3)[CH:20]=[C:21]([C:22]#[N:24])[C:4]=2[N:3]=1. The yield is 0.640. (5) The yield is 0.870. The product is [Br:1][C:2]1[C:14]2[C:13]3[C:8](=[CH:9][CH:10]=[CH:11][CH:12]=3)[C:7]([CH2:13][CH2:14][CH2:2][CH2:3][CH2:4][CH2:5][CH2:6][CH3:7])([CH2:16][CH2:17][CH2:18][CH2:19][CH2:20][CH2:21][CH2:22][CH3:23])[C:6]=2[CH:5]=[CH:4][CH:3]=1. The reactants are [Br:1][C:2]1[C:14]2[C:13]3[C:8](=[CH:9][CH:10]=[CH:11][CH:12]=3)[CH2:7][C:6]=2[CH:5]=[CH:4][CH:3]=1.I[CH2:16][CH2:17][CH2:18][CH2:19][CH2:20][CH2:21][CH2:22][CH3:23]. No catalyst specified. (6) The reactants are [CH3:1][O:2][C:3]([C:5]1([C:11]2[CH:16]=[CH:15][CH:14]=[CH:13][CH:12]=2)[CH2:10][CH2:9][NH:8][CH2:7][CH2:6]1)=[O:4].Br.Br[CH2:19][CH2:20][CH2:21][NH2:22].C(=O)([O-])[O-].[K+].[K+]. The catalyst is O1CCOCC1. The product is [CH3:1][O:2][C:3]([C:5]1([C:11]2[CH:16]=[CH:15][CH:14]=[CH:13][CH:12]=2)[CH2:6][CH2:7][N:8]([CH2:19][CH2:20][CH2:21][NH2:22])[CH2:9][CH2:10]1)=[O:4]. The yield is 0.720. (7) The product is [C:37]([NH:1][CH2:2][CH2:3][N:4]([C:21]1[CH:26]=[CH:25][CH:24]=[CH:23][C:22]=1[Cl:27])[C:5]([C:7]1[S:20][C:10]2[C:11]3[CH:19]=[CH:18][CH:17]=[CH:16][C:12]=3[O:13][CH2:14][CH2:15][C:9]=2[CH:8]=1)=[O:6])(=[O:39])[CH3:38]. The catalyst is C(Cl)Cl. The yield is 0.180. The reactants are [NH2:1][CH2:2][CH2:3][N:4]([C:21]1[CH:26]=[CH:25][CH:24]=[CH:23][C:22]=1[Cl:27])[C:5]([C:7]1[S:20][C:10]2[C:11]3[CH:19]=[CH:18][CH:17]=[CH:16][C:12]=3[O:13][CH2:14][CH2:15][C:9]=2[CH:8]=1)=[O:6].CCN(C(C)C)C(C)C.[C:37](Cl)(=[O:39])[CH3:38]. (8) The reactants are [C:1]([O:5][C:6]([NH:8][C:9]1[N:10]=[C:11]([C:15]([O:17]C)=[O:16])[N:12]([CH3:14])[CH:13]=1)=[O:7])([CH3:4])([CH3:3])[CH3:2].[OH-].[Na+]. The catalyst is C1COCC1.O.O. The product is [C:1]([O:5][C:6]([NH:8][C:9]1[N:10]=[C:11]([C:15]([OH:17])=[O:16])[N:12]([CH3:14])[CH:13]=1)=[O:7])([CH3:4])([CH3:2])[CH3:3]. The yield is 0.810. (9) The reactants are [C:1]1([C:7]#[C:8][C:9]2[N:14]=[C:13]([C:15]([NH:17][C:18]3[NH:22][C:21]4[CH:23]=[CH:24][CH:25]=[C:26]([C:27](O)=[O:28])[C:20]=4[N:19]=3)=[O:16])[CH:12]=[CH:11][CH:10]=2)[CH:6]=[CH:5][CH:4]=[CH:3][CH:2]=1.CN(C(ON1N=NC2C=CC=CC1=2)=[N+](C)C)C.F[P-](F)(F)(F)(F)F.CCN(C(C)C)C(C)C.Cl.[CH3:64][S:65]([C:68]1[CH:75]=[CH:74][C:71]([CH2:72][NH2:73])=[CH:70][CH:69]=1)(=[O:67])=[O:66]. The catalyst is CN(C=O)C. The product is [CH3:64][S:65]([C:68]1[CH:75]=[CH:74][C:71]([CH2:72][NH:73][C:27]([C:26]2[C:20]3[N:19]=[C:18]([NH:17][C:15]([C:13]4[CH:12]=[CH:11][CH:10]=[C:9]([C:8]#[C:7][C:1]5[CH:6]=[CH:5][CH:4]=[CH:3][CH:2]=5)[N:14]=4)=[O:16])[NH:22][C:21]=3[CH:23]=[CH:24][CH:25]=2)=[O:28])=[CH:70][CH:69]=1)(=[O:66])=[O:67]. The yield is 0.480. (10) The reactants are Cl.[CH3:2][NH:3][O:4][CH3:5].[CH3:6][C:7]1[CH:16]=[CH:15][C:14]2[C:9](=[CH:10][CH:11]=[CH:12][C:13]=2[CH:17]2[CH2:22][CH2:21][N:20]([CH2:23][CH2:24][C:25]3[CH:34]=[CH:33][CH:32]=[C:31]4[C:26]=3[CH2:27][CH2:28][C:29]3[N:30]4[N:35]=[N:36][C:37]=3[C:38](OCC)=[O:39])[CH2:19][CH2:18]2)[N:8]=1. No catalyst specified. The product is [CH3:2][N:3]([O:4][CH3:5])[C:38]([C:37]1[N:36]=[N:35][N:30]2[C:31]3[C:26](=[C:25]([CH2:24][CH2:23][N:20]4[CH2:21][CH2:22][CH:17]([C:13]5[CH:12]=[CH:11][CH:10]=[C:9]6[C:14]=5[CH:15]=[CH:16][C:7]([CH3:6])=[N:8]6)[CH2:18][CH2:19]4)[CH:34]=[CH:33][CH:32]=3)[CH2:27][CH2:28][C:29]=12)=[O:39]. The yield is 0.690.